From a dataset of Reaction yield outcomes from USPTO patents with 853,638 reactions. Predict the reaction yield, written as a fraction of the theoretical maximum amount of product (1.0 means a 100% yield; for example, 0.34 means a 34% yield). (1) The reactants are [CH:1]([C:3]1[CH:4]=[C:5]2[C:10](=[CH:11][CH:12]=1)[C:9]([C:13]([O:15][CH3:16])=[O:14])=[CH:8][CH:7]=[CH:6]2)=[O:2].[CH2:17]([Mg]Br)[CH2:18][CH2:19][CH2:20][CH3:21]. The catalyst is CCOCC. The product is [OH:2][CH:1]([C:3]1[CH:4]=[C:5]2[C:10](=[CH:11][CH:12]=1)[C:9]([C:13]([O:15][CH3:16])=[O:14])=[CH:8][CH:7]=[CH:6]2)[CH2:17][CH2:18][CH2:19][CH2:20][CH3:21]. The yield is 0.710. (2) The reactants are [CH3:1][O:2][CH:3]([O:29][CH3:30])[CH2:4][N:5]1[C:13]2[C:8](=[CH:9][C:10]([N:14]3[CH:19]=[CH:18][C:17](/[CH:20]=[CH:21]/[C:22]4[CH:27]=[CH:26][CH:25]=[CH:24][CH:23]=4)=[CH:16][C:15]3=[O:28])=[CH:11][CH:12]=2)[CH:7]=[N:6]1. The yield is 0.840. The catalyst is CO.[Pd]. The product is [CH3:30][O:29][CH:3]([O:2][CH3:1])[CH2:4][N:5]1[C:13]2[C:8](=[CH:9][C:10]([N:14]3[CH:19]=[CH:18][C:17]([CH2:20][CH2:21][C:22]4[CH:23]=[CH:24][CH:25]=[CH:26][CH:27]=4)=[CH:16][C:15]3=[O:28])=[CH:11][CH:12]=2)[CH:7]=[N:6]1. (3) The reactants are [CH2:1]([N:4]([C:22]([O:24][CH2:25][C:26]1[CH:31]=[CH:30][CH:29]=[CH:28][CH:27]=1)=[O:23])[C:5]1[C:10](=[O:11])[N:9]2[C@H:12]([C:19](O)=[O:20])[CH2:13][C@:14]([N:16]=[N+:17]=[N-:18])([CH3:15])[C:8]2=[N:7][CH:6]=1)[CH:2]=[CH2:3].[CH2:32]([O:39][C:40](=[O:52])[NH:41][C:42]([C:44]1[CH:49]=[CH:48][C:47]([CH2:50][NH2:51])=[CH:46][CH:45]=1)=[NH:43])[C:33]1[CH:38]=[CH:37][CH:36]=[CH:35][CH:34]=1.C1C=NC2N(O)N=NC=2C=1.C([O-])(O)=O.[Na+].CCN=C=NCCCN(C)C. The catalyst is C(Cl)Cl.CN(C=O)C.CCOC(C)=O. The product is [CH2:25]([O:24][C:22](=[O:23])[N:4]([CH2:1][CH:2]=[CH2:3])[C:5]1[C:10](=[O:11])[N:9]2[C@H:12]([C:19](=[O:20])[NH:51][CH2:50][C:47]3[CH:48]=[CH:49][C:44]([C:42]([NH:41][C:40]([O:39][CH2:32][C:33]4[CH:34]=[CH:35][CH:36]=[CH:37][CH:38]=4)=[O:52])=[NH:43])=[CH:45][CH:46]=3)[CH2:13][C@:14]([N:16]=[N+:17]=[N-:18])([CH3:15])[C:8]2=[N:7][CH:6]=1)[C:26]1[CH:27]=[CH:28][CH:29]=[CH:30][CH:31]=1. The yield is 0.900.